From a dataset of Full USPTO retrosynthesis dataset with 1.9M reactions from patents (1976-2016). Predict the reactants needed to synthesize the given product. (1) Given the product [Cl:1][C:2]1[N:3]=[C:4]([C:20]2[CH:21]=[C:22]([CH2:26][C:27]#[N:28])[CH:23]=[CH:24][CH:25]=2)[C:5]2[CH:10]=[CH:9][NH:8][C:6]=2[N:7]=1, predict the reactants needed to synthesize it. The reactants are: [Cl:1][C:2]1[N:3]=[C:4](Cl)[C:5]2[CH:10]=[CH:9][NH:8][C:6]=2[N:7]=1.CC1(C)C(C)(C)OB([C:20]2[CH:21]=[C:22]([CH2:26][C:27]#[N:28])[CH:23]=[CH:24][CH:25]=2)O1.C(=O)([O-])[O-].[Na+].[Na+]. (2) Given the product [CH2:46]([N:23]([C@@H:21]1[CH2:22][CH2:17][CH2:18][CH:19]([C:70]([O:72][C:73]([CH3:76])([CH3:75])[CH3:74])=[O:71])[CH2:20]1)[C:11](=[O:13])[C@H:10]([NH:9][C:4]1[CH:5]=[C:6]([F:8])[CH:7]=[C:2]([Cl:1])[CH:3]=1)[CH2:14][CH:15]=[CH2:16])[CH:41]=[CH2:42], predict the reactants needed to synthesize it. The reactants are: [Cl:1][C:2]1[CH:3]=[C:4]([NH:9][C@H:10]([CH2:14][CH:15]=[CH2:16])[C:11]([OH:13])=O)[CH:5]=[C:6]([F:8])[CH:7]=1.[CH:17]1[CH:18]=[CH:19][C:20]2N(O)N=[N:23][C:21]=2[CH:22]=1.F[P-](F)(F)(F)(F)F.C[N+](C)=C(N(C)C)ON1[C:42]2N=CC=[CH:46][C:41]=2N=N1.CCN(C(C)C)C(C)C.C(N[C@@H]1CCCN([C:70]([O:72][C:73]([CH3:76])([CH3:75])[CH3:74])=[O:71])C1)C=C.